From a dataset of Reaction yield outcomes from USPTO patents with 853,638 reactions. Predict the reaction yield, written as a fraction of the theoretical maximum amount of product (1.0 means a 100% yield; for example, 0.34 means a 34% yield). (1) The reactants are [S:1]1[CH:5]=[C:4](B(O)O)[C:3]2[CH:9]=[CH:10][CH:11]=[CH:12][C:2]1=2.[NH2:13][C:14]1[CH:19]=[CH:18][CH:17]=[CH:16][CH:15]=1.O.O=[CH:22][C:23]([OH:25])=[O:24]. The catalyst is CC#N. The product is [S:1]1[CH:5]=[C:4]([CH:22]([NH:13][C:14]2[CH:19]=[CH:18][CH:17]=[CH:16][CH:15]=2)[C:23]([OH:25])=[O:24])[C:3]2[CH:9]=[CH:10][CH:11]=[CH:12][C:2]1=2. The yield is 0.479. (2) The reactants are [Br:1][C:2]1[CH:3]=[C:4]2[C:9](=[CH:10][C:11]=1[F:12])[N:8]=[CH:7][C:6]([C:13]([CH:15]1[CH2:17][CH2:16]1)=[O:14])=[C:5]2O.[OH-].[NH4+].C(OCC)(=O)C.P(Cl)(Cl)([Cl:29])=O. No catalyst specified. The product is [Br:1][C:2]1[CH:3]=[C:4]2[C:9](=[CH:10][C:11]=1[F:12])[N:8]=[CH:7][C:6]([C:13]([CH:15]1[CH2:17][CH2:16]1)=[O:14])=[C:5]2[Cl:29]. The yield is 0.420. (3) The reactants are [NH2:1][C:2]1[S:3][C:4]([CH3:10])=[C:5]([CH3:9])[C:6]=1[C:7]#[N:8].C(O)(=O)C.[NH3:15].CCO[C:19](OCC)(OCC)[C:20]1[CH:25]=[CH:24][CH:23]=[CH:22][CH:21]=1. The catalyst is CCOC(C)=O. The product is [CH3:9][C:5]1[C:6]2[C:7]([NH2:15])=[N:8][C:19]([C:20]3[CH:25]=[CH:24][CH:23]=[CH:22][CH:21]=3)=[N:1][C:2]=2[S:3][C:4]=1[CH3:10]. The yield is 0.310. (4) The reactants are Cl.[N+:2]([C:5]1[CH:10]=[CH:9][C:8]([C:11]2[S:15][C:14]([CH:16]3[CH2:21][CH2:20][NH:19][CH2:18][CH2:17]3)=[N:13][CH:12]=2)=[CH:7][CH:6]=1)([O-:4])=[O:3].Br[CH:23]([CH3:31])[C:24]([O:26][C:27]([CH3:30])([CH3:29])[CH3:28])=[O:25].C(=O)([O-])[O-].[K+].[K+].O. The catalyst is CN(C=O)C. The product is [N+:2]([C:5]1[CH:6]=[CH:7][C:8]([C:11]2[S:15][C:14]([CH:16]3[CH2:21][CH2:20][N:19]([CH:23]([CH3:31])[C:24]([O:26][C:27]([CH3:30])([CH3:29])[CH3:28])=[O:25])[CH2:18][CH2:17]3)=[N:13][CH:12]=2)=[CH:9][CH:10]=1)([O-:4])=[O:3]. The yield is 0.720.